From a dataset of Full USPTO retrosynthesis dataset with 1.9M reactions from patents (1976-2016). Predict the reactants needed to synthesize the given product. (1) Given the product [CH2:11]([O:10][C:2](=[O:9])[CH:3]([CH2:14][CH2:15][O:16][CH2:17][CH2:18][O:19][CH3:20])[C:4]([O:6][CH2:7][CH3:8])=[O:5])[CH3:12], predict the reactants needed to synthesize it. The reactants are: [Na].[C:2]([O:10][CH2:11][CH3:12])(=[O:9])[CH2:3][C:4]([O:6][CH2:7][CH3:8])=[O:5].Br[CH2:14][CH2:15][O:16][CH2:17][CH2:18][O:19][CH3:20]. (2) The reactants are: CO[C:3](=[O:20])[C:4]([C:16]([O:18][CH3:19])=[O:17])=[C:5]([C:11]([O:13][CH2:14][CH3:15])=[O:12])[CH:6]=[CH:7][N:8]([CH3:10])C.C(N)[C:22]1[CH:27]=[CH:26][CH:25]=[CH:24][CH:23]=1. Given the product [CH3:19][O:18][C:16]([C:4]1[C:3](=[O:20])[N:8]([CH2:10][C:22]2[CH:27]=[CH:26][CH:25]=[CH:24][CH:23]=2)[CH:7]=[CH:6][C:5]=1[C:11]([O:13][CH2:14][CH3:15])=[O:12])=[O:17], predict the reactants needed to synthesize it. (3) Given the product [Br:1][C:2]1[CH:7]=[CH:6][N:5]=[C:4]([C:9]2([C:12]#[N:13])[CH2:11][CH2:10]2)[CH:3]=1, predict the reactants needed to synthesize it. The reactants are: [Br:1][C:2]1[CH:7]=[CH:6][N:5]=[C:4](F)[CH:3]=1.[CH:9]1([C:12]#[N:13])[CH2:11][CH2:10]1.[Li+].C[Si]([N-][Si](C)(C)C)(C)C. (4) Given the product [I:1][C:2]1[CH:7]=[CH:6][CH:5]=[CH:4][C:3]=1[O:8][CH:27]1[CH2:28][CH2:29][CH2:30][CH2:31][O:26]1, predict the reactants needed to synthesize it. The reactants are: [I:1][C:2]1[CH:7]=[CH:6][CH:5]=[CH:4][C:3]=1[OH:8].C1(C)C=CC(S([O-])(=O)=O)=CC=1.[NH+]1C=CC=CC=1.[O:26]1[CH:31]=[CH:30][CH2:29][CH2:28][CH2:27]1. (5) Given the product [C:1]([C:3](=[C:7]([C:14]1[CH:19]=[CH:18][CH:17]=[CH:16][CH:15]=1)[C:8]1[CH:13]=[CH:12][CH:11]=[CH:10][CH:9]=1)[C:4]([Cl:23])=[O:5])#[N:2], predict the reactants needed to synthesize it. The reactants are: [C:1]([C:3](=[C:7]([C:14]1[CH:19]=[CH:18][CH:17]=[CH:16][CH:15]=1)[C:8]1[CH:13]=[CH:12][CH:11]=[CH:10][CH:9]=1)[C:4](O)=[O:5])#[N:2].C(Cl)(=O)C([Cl:23])=O.